This data is from Full USPTO retrosynthesis dataset with 1.9M reactions from patents (1976-2016). The task is: Predict the reactants needed to synthesize the given product. Given the product [Br:1][C:2]1[CH:14]=[CH:13][C:5]([C:6]([OH:8])=[O:7])=[CH:4][C:3]=1[O:15][CH2:16][CH2:17][CH2:18][CH3:19], predict the reactants needed to synthesize it. The reactants are: [Br:1][C:2]1[CH:14]=[CH:13][C:5]([C:6]([O:8]CCCC)=[O:7])=[CH:4][C:3]=1[O:15][CH2:16][CH2:17][CH2:18][CH3:19].[OH-].[Li+].